This data is from NCI-60 drug combinations with 297,098 pairs across 59 cell lines. The task is: Regression. Given two drug SMILES strings and cell line genomic features, predict the synergy score measuring deviation from expected non-interaction effect. (1) Drug 1: CC1=CC2C(CCC3(C2CCC3(C(=O)C)OC(=O)C)C)C4(C1=CC(=O)CC4)C. Drug 2: CCC1(C2=C(COC1=O)C(=O)N3CC4=CC5=C(C=CC(=C5CN(C)C)O)N=C4C3=C2)O.Cl. Cell line: OVCAR3. Synergy scores: CSS=32.0, Synergy_ZIP=-4.04, Synergy_Bliss=2.30, Synergy_Loewe=-81.7, Synergy_HSA=0.189. (2) Drug 1: C1CN1C2=NC(=NC(=N2)N3CC3)N4CC4. Drug 2: CCC1(C2=C(COC1=O)C(=O)N3CC4=CC5=C(C=CC(=C5CN(C)C)O)N=C4C3=C2)O.Cl. Cell line: SF-295. Synergy scores: CSS=66.9, Synergy_ZIP=-0.241, Synergy_Bliss=-0.335, Synergy_Loewe=-1.79, Synergy_HSA=2.88. (3) Synergy scores: CSS=7.71, Synergy_ZIP=1.36, Synergy_Bliss=7.38, Synergy_Loewe=6.92, Synergy_HSA=7.56. Cell line: UACC62. Drug 1: CC1=C(C=C(C=C1)NC2=NC=CC(=N2)N(C)C3=CC4=NN(C(=C4C=C3)C)C)S(=O)(=O)N.Cl. Drug 2: N.N.Cl[Pt+2]Cl. (4) Drug 1: CC1C(C(CC(O1)OC2CC(CC3=C2C(=C4C(=C3O)C(=O)C5=C(C4=O)C(=CC=C5)OC)O)(C(=O)CO)O)N)O.Cl. Drug 2: C1=CC(=CC=C1CC(C(=O)O)N)N(CCCl)CCCl.Cl. Cell line: RXF 393. Synergy scores: CSS=10.3, Synergy_ZIP=-4.38, Synergy_Bliss=-3.31, Synergy_Loewe=1.83, Synergy_HSA=-0.418.